The task is: Predict the product of the given reaction.. This data is from Forward reaction prediction with 1.9M reactions from USPTO patents (1976-2016). (1) The product is: [C:1]([NH:4][C:5]1[C:13]([N+:20]([O-:22])=[O:21])=[CH:12][C:8]([C:9]([OH:11])=[O:10])=[C:7]([F:14])[CH:6]=1)(=[O:3])[CH3:2]. Given the reactants [C:1]([NH:4][C:5]1[CH:13]=[CH:12][C:8]([C:9]([OH:11])=[O:10])=[C:7]([F:14])[CH:6]=1)(=[O:3])[CH3:2].S(=O)(=O)(O)O.[N+:20]([O-])([OH:22])=[O:21], predict the reaction product. (2) The product is: [Br:1][C:13]1[C:14]2[C:19](=[CH:18][C:17]([CH:20]=[O:21])=[CH:16][C:15]=2[O:22][CH2:23][C:24]([F:25])([F:27])[F:26])[N:11]([CH2:9][CH3:10])[CH:12]=1. Given the reactants [Br:1]N1C(=O)CCC1=O.[CH2:9]([N:11]1[C:19]2[C:14](=[C:15]([O:22][CH2:23][C:24]([F:27])([F:26])[F:25])[CH:16]=[C:17]([CH:20]=[O:21])[CH:18]=2)[CH:13]=[CH:12]1)[CH3:10].O, predict the reaction product. (3) Given the reactants [CH3:1][NH2:2].[Br:3][C:4]1[C:9]([CH3:10])=[CH:8][C:7]([CH2:11]I)=[CH:6][C:5]=1[CH3:13], predict the reaction product. The product is: [Br:3][C:4]1[C:9]([CH3:10])=[CH:8][C:7]([CH2:11][NH:2][CH3:1])=[CH:6][C:5]=1[CH3:13]. (4) Given the reactants [NH:1]1[CH2:5][CH2:4][CH2:3][C:2]1=[O:6].Br[C:8]1[CH:13]=[CH:12][C:11]([C:14]([N:16]2[CH2:21][CH2:20][N:19]([C:22]3[C:27]([CH3:28])=[CH:26][C:25]([CH3:29])=[CH:24][N:23]=3)[CH2:18][CH2:17]2)=[O:15])=[C:10]([Cl:30])[CH:9]=1, predict the reaction product. The product is: [Cl:30][C:10]1[CH:9]=[C:8]([N:1]2[CH2:5][CH2:4][CH2:3][C:2]2=[O:6])[CH:13]=[CH:12][C:11]=1[C:14]([N:16]1[CH2:17][CH2:18][N:19]([C:22]2[C:27]([CH3:28])=[CH:26][C:25]([CH3:29])=[CH:24][N:23]=2)[CH2:20][CH2:21]1)=[O:15]. (5) Given the reactants [Al+3].[Cl-].[Cl-].[Cl-].[CH3:5][CH:6]1[C:18](=[O:19])[C:9]2=[CH:10][C:11]3[CH2:12][CH2:13][CH2:14][CH2:15][C:16]=3[CH:17]=[C:8]2[CH2:7]1.[Br:20]Br.O, predict the reaction product. The product is: [Br:20][C:17]1[C:16]2[CH2:15][CH2:14][CH2:13][CH2:12][C:11]=2[CH:10]=[C:9]2[C:18](=[O:19])[CH:6]([CH3:5])[CH2:7][C:8]=12. (6) The product is: [ClH:28].[N:34]1[CH:35]=[CH:36][CH:37]=[C:32]([CH2:31][CH2:30][CH2:29][O:17][C:14]2[CH:15]=[C:16]3[C:11](=[CH:12][CH:13]=2)[O:10][C:9]([C:18]2[N:23]=[CH:22][C:21]4[CH:24]=[CH:25][S:26][C:20]=4[CH:19]=2)=[CH:8][C:7]3=[N:6][OH:5])[CH:33]=1. Given the reactants C([O:5][N:6]=[C:7]1[C:16]2[C:11](=[CH:12][CH:13]=[C:14]([OH:17])[CH:15]=2)[O:10][C:9]([C:18]2[N:23]=[CH:22][C:21]3[CH:24]=[CH:25][S:26][C:20]=3[CH:19]=2)=[CH:8]1)(C)(C)C.Cl.[Cl:28][CH2:29][CH2:30][CH2:31][C:32]1[CH:33]=[N:34][CH:35]=[CH:36][CH:37]=1.N1C=CC=C(CCCO)C=1, predict the reaction product. (7) Given the reactants [C:1]([O:5][C:6](=[O:38])[NH:7][C:8](=[NH:37])[C:9]1[S:10][C:11]([S:35][CH3:36])=[C:12]([S:14]([C:17]2[CH:18]=[C:19]([C:23]3[CH:28]=[CH:27][CH:26]=[C:25]([CH:29]([OH:34])[C:30]([F:33])([F:32])[F:31])[CH:24]=3)[CH:20]=[CH:21][CH:22]=2)(=[O:16])=[O:15])[CH:13]=1)([CH3:4])([CH3:3])[CH3:2].CC(OI1(OC(C)=O)(OC(C)=O)OC(=O)C2C1=CC=CC=2)=O, predict the reaction product. The product is: [C:1]([O:5][C:6](=[O:38])[NH:7][C:8](=[NH:37])[C:9]1[S:10][C:11]([S:35][CH3:36])=[C:12]([S:14]([C:17]2[CH:18]=[C:19]([C:23]3[CH:28]=[CH:27][CH:26]=[C:25]([C:29](=[O:34])[C:30]([F:32])([F:33])[F:31])[CH:24]=3)[CH:20]=[CH:21][CH:22]=2)(=[O:15])=[O:16])[CH:13]=1)([CH3:4])([CH3:2])[CH3:3]. (8) Given the reactants [CH2:1]([O:3][CH2:4][O:5][C:6]([C:9]1[CH:14]=[CH:13][C:12]([C:15]([O:18]COCC)(C)[CH3:16])=[CH:11][C:10]=1[B:23]1[O:27][C:26]([CH3:29])([CH3:28])[C:25]([CH3:31])([CH3:30])[O:24]1)([CH3:8])[CH3:7])[CH3:2].Cl, predict the reaction product. The product is: [CH2:1]([O:3][CH2:4][O:5][C:6]([C:9]1[CH:14]=[CH:13][C:12]([C:15](=[O:18])[CH3:16])=[CH:11][C:10]=1[B:23]1[O:27][C:26]([CH3:29])([CH3:28])[C:25]([CH3:30])([CH3:31])[O:24]1)([CH3:7])[CH3:8])[CH3:2]. (9) Given the reactants [C:1]1([S:7]([NH:10][C:11]2[CH:20]=[CH:19][C:18]([Cl:21])=[CH:17][C:12]=2[C:13]([O:15]C)=[O:14])(=[O:9])=[O:8])[CH:6]=[CH:5][CH:4]=[CH:3][CH:2]=1.[OH-].[Na+].Cl, predict the reaction product. The product is: [C:1]1([S:7]([NH:10][C:11]2[CH:20]=[CH:19][C:18]([Cl:21])=[CH:17][C:12]=2[C:13]([OH:15])=[O:14])(=[O:9])=[O:8])[CH:2]=[CH:3][CH:4]=[CH:5][CH:6]=1.